Dataset: Forward reaction prediction with 1.9M reactions from USPTO patents (1976-2016). Task: Predict the product of the given reaction. (1) The product is: [Br:15][C:16]1[C:17]2[CH:43]=[CH:42][CH:41]=[CH:40][C:18]=2[O:19][C:20]=1[C:21]1[C:22]([CH3:39])=[N:23][N:24]2[C:29]3[N:30]([CH:33]([CH2:34][CH3:35])[CH2:36][CH3:37])[CH:31]=[CH:32][C:28]=3[C:27]([CH3:38])=[N:26][C:25]=12. Given the reactants C(C1C(=O)C(Cl)=C(Cl)C(=O)C=1C#N)#N.[Br:15][C:16]1[C:17]2[CH:43]=[CH:42][CH:41]=[CH:40][C:18]=2[O:19][C:20]=1[C:21]1[C:22]([CH3:39])=[N:23][N:24]2[C:29]3[N:30]([CH:33]([CH2:36][CH3:37])[CH2:34][CH3:35])[CH2:31][CH2:32][C:28]=3[C:27]([CH3:38])=[N:26][C:25]=12, predict the reaction product. (2) Given the reactants [NH2:1][C:2]1[CH:3]=[CH:4][C:5]([F:20])=[C:6]([C@:8]2([CH3:19])[C:13]([F:15])([F:14])[C:12]([CH3:17])([CH3:16])[O:11][C:10]([NH2:18])=[N:9]2)[CH:7]=1.[Cl:21][C:22]1[CH:23]=[CH:24][C:25]([C:28](O)=[O:29])=[N:26][CH:27]=1, predict the reaction product. The product is: [NH2:18][C:10]1[O:11][C:12]([CH3:16])([CH3:17])[C:13]([F:14])([F:15])[C@:8]([C:6]2[CH:7]=[C:2]([NH:1][C:28]([C:25]3[CH:24]=[CH:23][C:22]([Cl:21])=[CH:27][N:26]=3)=[O:29])[CH:3]=[CH:4][C:5]=2[F:20])([CH3:19])[N:9]=1. (3) Given the reactants [Br:1][C:2]1[N:3]=[C:4]2[C:10]([CH:11]=[O:12])=[CH:9][N:8]([CH2:13][O:14][CH2:15][CH2:16][Si:17]([CH3:20])([CH3:19])[CH3:18])[C:5]2=[N:6][CH:7]=1.S(=O)(=O)([OH:23])N.Cl([O-])=O.[Na+].P([O-])(O)(O)=O.[K+], predict the reaction product. The product is: [Br:1][C:2]1[N:3]=[C:4]2[C:10]([C:11]([OH:23])=[O:12])=[CH:9][N:8]([CH2:13][O:14][CH2:15][CH2:16][Si:17]([CH3:20])([CH3:19])[CH3:18])[C:5]2=[N:6][CH:7]=1.